Dataset: Forward reaction prediction with 1.9M reactions from USPTO patents (1976-2016). Task: Predict the product of the given reaction. (1) Given the reactants C([O:3][C:4](=[O:33])[CH2:5][C:6]1[CH:11]=[CH:10][C:9]([NH:12][C:13]([NH:15][C:16]2[S:17][CH:18]=[C:19]([CH2:21][C:22](=[O:25])[NH:23][CH3:24])[N:20]=2)=[O:14])=[C:8]([C:26]([CH:28]2[CH2:32][CH2:31][CH2:30][CH2:29]2)=[O:27])[CH:7]=1)C.[CH3:34][NH2:35], predict the reaction product. The product is: [CH:28]1([C:26]([C:8]2[CH:7]=[C:6]([CH2:5][C:4]([OH:33])=[O:3])[CH:11]=[CH:10][C:9]=2[NH:12][C:13]([NH:15][C:16]2[S:17][CH:18]=[C:19]([CH2:21][C:22](=[O:25])[NH:23][CH3:24])[N:20]=2)=[O:14])=[O:27])[CH2:32][CH2:31][CH2:30][CH2:29]1.[CH:28]1([C:26]([C:8]2[CH:7]=[C:6]([CH2:5][C:4]([NH:35][CH3:34])=[O:3])[CH:11]=[CH:10][C:9]=2[NH:12][C:13]([NH:15][C:16]2[S:17][CH:18]=[C:19]([CH2:21][C:22](=[O:25])[NH:23][CH3:24])[N:20]=2)=[O:14])=[O:27])[CH2:32][CH2:31][CH2:30][CH2:29]1. (2) Given the reactants [C:1]([O:5][C:6](=[O:16])[NH:7][C@H:8]1[CH2:13][CH2:12][C@@H:11]([CH2:14]O)[CH2:10][CH2:9]1)([CH3:4])([CH3:3])[CH3:2].C1(P([C:30]2[CH:35]=[CH:34][CH:33]=[CH:32][CH:31]=2)C2C=CC=CC=2)C=CC=CC=1.C1(=O)NC(=O)C2=CC=CC=C12.N(C(OCC)=O)=[N:48][C:49]([O:51][CH2:52]C)=[O:50].C1(C)C=CC=CC=1.O.NN.C(N(CC)CC)C.C([O-])(O)=O.[Na+], predict the reaction product. The product is: [C:1]([O:5][C:6](=[O:16])[NH:7][C@H:8]1[CH2:13][CH2:12][C@@H:11]([CH2:14][NH:48][C:49]([O:51][CH2:52][C:30]2[CH:31]=[CH:32][CH:33]=[CH:34][CH:35]=2)=[O:50])[CH2:10][CH2:9]1)([CH3:4])([CH3:3])[CH3:2].